This data is from Full USPTO retrosynthesis dataset with 1.9M reactions from patents (1976-2016). The task is: Predict the reactants needed to synthesize the given product. (1) Given the product [Cl:33][C:18]1[CH:17]=[C:16]([NH:15][C:13]2[C:14]3[N:6]([CH2:5][C:4]([OH:34])=[O:3])[CH:7]=[CH:8][C:9]=3[N:10]=[CH:11][N:12]=2)[CH:21]=[CH:20][C:19]=1[O:22][C:23]1[CH:28]=[CH:27][CH:26]=[C:25]([C:29]([F:30])([F:32])[F:31])[CH:24]=1, predict the reactants needed to synthesize it. The reactants are: C([O:3][C:4](=[O:34])[CH2:5][N:6]1[C:14]2[C:13]([NH:15][C:16]3[CH:21]=[CH:20][C:19]([O:22][C:23]4[CH:28]=[CH:27][CH:26]=[C:25]([C:29]([F:32])([F:31])[F:30])[CH:24]=4)=[C:18]([Cl:33])[CH:17]=3)=[N:12][CH:11]=[N:10][C:9]=2[CH:8]=[CH:7]1)C.Cl. (2) Given the product [Cl:1][C:2]1[CH:7]=[CH:6][C:5]([O:8][C:9]2[CH:14]=[CH:13][C:12]([CH2:15][CH2:16][OH:27])=[CH:11][CH:10]=2)=[CH:4][C:3]=1[CH3:17], predict the reactants needed to synthesize it. The reactants are: [Cl:1][C:2]1[CH:7]=[CH:6][C:5]([O:8][C:9]2[CH:14]=[CH:13][C:12]([CH:15]=[CH2:16])=[CH:11][CH:10]=2)=[CH:4][C:3]=1[CH3:17].B1C2CCCC1CCC2.[OH-:27].[Na+].OO. (3) The reactants are: O[Li].O.[Br:4][C:5]1[C:14]2[C:9](=[CH:10][CH:11]=[CH:12][CH:13]=2)[C:8]([CH2:15][N:16]2[C:22](=[O:23])[C@@H:21]([NH:24][C:25](=[O:37])[C@@H:26]([N:28]([C:30]([O:32][C:33]([CH3:36])([CH3:35])[CH3:34])=[O:31])[CH3:29])[CH3:27])[CH2:20][O:19][C:18]3[C:38]([C:42]([O:44]C)=[O:43])=[CH:39][CH:40]=[CH:41][C:17]2=3)=[CH:7][CH:6]=1. Given the product [Br:4][C:5]1[C:14]2[C:9](=[CH:10][CH:11]=[CH:12][CH:13]=2)[C:8]([CH2:15][N:16]2[C:22](=[O:23])[C@@H:21]([NH:24][C:25](=[O:37])[C@@H:26]([N:28]([C:30]([O:32][C:33]([CH3:36])([CH3:35])[CH3:34])=[O:31])[CH3:29])[CH3:27])[CH2:20][O:19][C:18]3[C:38]([C:42]([OH:44])=[O:43])=[CH:39][CH:40]=[CH:41][C:17]2=3)=[CH:7][CH:6]=1, predict the reactants needed to synthesize it. (4) Given the product [N:23]1[CH:28]=[CH:27][CH:26]=[CH:25][C:24]=1[C:2]1[CH:7]=[CH:6][C:5]([C:8]2[CH2:12][CH:11]([CH2:13][NH:14][C:15]([C:17]3[S:18][C:19]([Cl:22])=[CH:20][CH:21]=3)=[O:16])[O:10][N:9]=2)=[CH:4][CH:3]=1, predict the reactants needed to synthesize it. The reactants are: Br[C:2]1[CH:7]=[CH:6][C:5]([C:8]2[CH2:12][CH:11]([CH2:13][NH:14][C:15]([C:17]3[S:18][C:19]([Cl:22])=[CH:20][CH:21]=3)=[O:16])[O:10][N:9]=2)=[CH:4][CH:3]=1.[N:23]1[CH:28]=[CH:27][CH:26]=[CH:25][C:24]=1[Sn](CCCC)(CCCC)CCCC. (5) Given the product [Br:1][C:20]1[CH:21]=[CH:22][C:17]([N:12]2[CH2:11][C@H:10]([CH3:9])[O:15][C@H:14]([CH3:16])[CH2:13]2)=[CH:18][C:19]=1[C:23]1[CH:27]=[CH:26][O:25][C:24]=1[CH3:28], predict the reactants needed to synthesize it. The reactants are: [Br:1]N1C(=O)CCC1=O.[CH3:9][C@H:10]1[O:15][C@@H:14]([CH3:16])[CH2:13][N:12]([C:17]2[CH:22]=[CH:21][CH:20]=[C:19]([C:23]3[CH:27]=[CH:26][O:25][C:24]=3[CH3:28])[CH:18]=2)[CH2:11]1.